From a dataset of Forward reaction prediction with 1.9M reactions from USPTO patents (1976-2016). Predict the product of the given reaction. (1) Given the reactants Br[C:2]1[CH:7]=[C:6]([CH3:8])[C:5]([NH:9][C:10]([NH:12][C:13]2[CH:14]=[C:15]([C:34]3[CH:39]=[CH:38][C:37]([F:40])=[C:36]([F:41])[CH:35]=3)[CH:16]=[CH:17][C:18]=2[C:19]([NH:21][C@H:22]([C:30]([O:32][CH3:33])=[O:31])[C@@H:23]([CH3:29])[O:24][C:25]([CH3:28])([CH3:27])[CH3:26])=[O:20])=[O:11])=[C:4]([CH3:42])[CH:3]=1.[CH2:43]([Sn](CCCC)(CCCC)CC=C)[CH2:44][CH2:45]C, predict the reaction product. The product is: [CH3:26][C:25]([O:24][C@H:23]([CH3:29])[C@@H:22]([C:30]([O:32][CH3:33])=[O:31])[NH:21][C:19]([C:18]1[CH:17]=[CH:16][C:15]([C:34]2[CH:39]=[CH:38][C:37]([F:40])=[C:36]([F:41])[CH:35]=2)=[CH:14][C:13]=1[NH:12][C:10]([NH:9][C:5]1[C:6]([CH3:8])=[CH:7][C:2]([CH2:45][CH:44]=[CH2:43])=[CH:3][C:4]=1[CH3:42])=[O:11])=[O:20])([CH3:28])[CH3:27]. (2) Given the reactants Br[C:2]1[CH:3]=[CH:4][C:5]2[N:9]=[C:8]([CH3:10])[N:7]([C:11]3[N:16]=[CH:15][N:14]=[C:13]([NH2:17])[N:12]=3)[C:6]=2[CH:18]=1.[CH3:19][C:20]1[O:24][N:23]=[C:22]([C@:25]([OH:29])([C:27]#[CH:28])[CH3:26])[CH:21]=1, predict the reaction product. The product is: [NH2:17][C:13]1[N:14]=[CH:15][N:16]=[C:11]([N:7]2[C:6]3[CH:18]=[C:2]([C:28]#[C:27][C@:25]([C:22]4[CH:21]=[C:20]([CH3:19])[O:24][N:23]=4)([OH:29])[CH3:26])[CH:3]=[CH:4][C:5]=3[N:9]=[C:8]2[CH3:10])[N:12]=1. (3) Given the reactants [F:1][C:2]([F:20])([F:19])[C:3](=O)[CH2:4][C:5]([C:7]1[CH:17]=[CH:16][C:10]2[O:11][CH2:12][C:13](=[O:15])[NH:14][C:9]=2[CH:8]=1)=O.Cl.[Br:22][C:23]1[CH:24]=[C:25]([NH:29][NH2:30])[CH:26]=[CH:27][CH:28]=1, predict the reaction product. The product is: [Br:22][C:23]1[CH:24]=[C:25]([N:29]2[C:5]([C:7]3[CH:17]=[CH:16][C:10]4[O:11][CH2:12][C:13](=[O:15])[NH:14][C:9]=4[CH:8]=3)=[CH:4][C:3]([C:2]([F:20])([F:19])[F:1])=[N:30]2)[CH:26]=[CH:27][CH:28]=1. (4) Given the reactants Cl[C:2]1[N:7]=[CH:6][C:5]([CH2:8][C:9]2[CH:10]=[C:11]3[C:16](=[C:17]4[CH:22]=[CH:21][N:20]=[CH:19][C:18]=24)[N:15]=[CH:14][N:13]([C@H:23]2[CH2:28][CH2:27][CH2:26][CH2:25][C@@H:24]2[OH:29])[C:12]3=[O:30])=[CH:4][CH:3]=1.CN[C@@H]1CCCC[C@H]1NC.[CH3:41][OH:42], predict the reaction product. The product is: [OH:29][C@H:24]1[CH2:25][CH2:26][CH2:27][CH2:28][C@@H:23]1[N:13]1[C:12](=[O:30])[C:11]2[C:16](=[C:17]3[CH:22]=[CH:21][N:20]=[CH:19][C:18]3=[C:9]([CH2:8][C:5]3[CH:6]=[N:7][C:2]([O:42][CH3:41])=[CH:3][CH:4]=3)[CH:10]=2)[N:15]=[CH:14]1. (5) Given the reactants [CH3:1][C:2]1[N:7]=[CH:6][C:5]([O:8][C:9]2[C:10]([C:26]([NH:28]CC3C=CC(OC)=CC=3)=[O:27])=[C:11]([NH:17][C:18]3[CH:23]=[CH:22][C:21]([I:24])=[CH:20][C:19]=3[F:25])[N:12]([CH3:16])[C:13](=[O:15])[CH:14]=2)=[CH:4][CH:3]=1.[Cl-].[Al+3].[Cl-].[Cl-].C(OCC)(=O)C.O, predict the reaction product. The product is: [F:25][C:19]1[CH:20]=[C:21]([I:24])[CH:22]=[CH:23][C:18]=1[NH:17][C:11]1[N:12]([CH3:16])[C:13](=[O:15])[CH:14]=[C:9]([O:8][C:5]2[CH:6]=[N:7][C:2]([CH3:1])=[CH:3][CH:4]=2)[C:10]=1[C:26]([NH2:28])=[O:27].[O:15]=[C:13]1[NH:12][CH:11]=[C:10]([C:26]([NH2:28])=[O:27])[CH:9]=[CH:14]1.